This data is from NCI-60 drug combinations with 297,098 pairs across 59 cell lines. The task is: Regression. Given two drug SMILES strings and cell line genomic features, predict the synergy score measuring deviation from expected non-interaction effect. (1) Drug 1: CC(CN1CC(=O)NC(=O)C1)N2CC(=O)NC(=O)C2. Drug 2: C1=CC=C(C(=C1)C(C2=CC=C(C=C2)Cl)C(Cl)Cl)Cl. Cell line: SN12C. Synergy scores: CSS=31.0, Synergy_ZIP=-7.31, Synergy_Bliss=3.16, Synergy_Loewe=2.56, Synergy_HSA=3.92. (2) Synergy scores: CSS=8.85, Synergy_ZIP=-3.03, Synergy_Bliss=1.10, Synergy_Loewe=-0.130, Synergy_HSA=0.485. Drug 2: CNC(=O)C1=CC=CC=C1SC2=CC3=C(C=C2)C(=NN3)C=CC4=CC=CC=N4. Drug 1: CC1=C(C=C(C=C1)NC2=NC=CC(=N2)N(C)C3=CC4=NN(C(=C4C=C3)C)C)S(=O)(=O)N.Cl. Cell line: NCI-H226. (3) Drug 2: C1=NC2=C(N1)C(=S)N=CN2. Drug 1: CCC1=CC2CC(C3=C(CN(C2)C1)C4=CC=CC=C4N3)(C5=C(C=C6C(=C5)C78CCN9C7C(C=CC9)(C(C(C8N6C)(C(=O)OC)O)OC(=O)C)CC)OC)C(=O)OC.C(C(C(=O)O)O)(C(=O)O)O. Cell line: UACC62. Synergy scores: CSS=49.1, Synergy_ZIP=-9.20, Synergy_Bliss=-9.73, Synergy_Loewe=-17.0, Synergy_HSA=-6.42. (4) Drug 1: CC1=C(C=C(C=C1)NC2=NC=CC(=N2)N(C)C3=CC4=NN(C(=C4C=C3)C)C)S(=O)(=O)N.Cl. Drug 2: C1=CC(=CC=C1CC(C(=O)O)N)N(CCCl)CCCl.Cl. Cell line: HCT116. Synergy scores: CSS=13.4, Synergy_ZIP=-1.92, Synergy_Bliss=4.54, Synergy_Loewe=-0.115, Synergy_HSA=3.28.